This data is from Forward reaction prediction with 1.9M reactions from USPTO patents (1976-2016). The task is: Predict the product of the given reaction. (1) Given the reactants Cl[C:2]1[C:3]2[CH2:17][CH2:16][CH2:15][C:4]=2[N:5]=[C:6]([C:8]2[CH:13]=[CH:12][CH:11]=[C:10]([Cl:14])[CH:9]=2)[N:7]=1.[C:18]1(C)[CH:23]=CC([Mg]Br)=[CH:20][CH:19]=1.[CH2:27]1[CH2:31][O:30][CH2:29][CH2:28]1, predict the reaction product. The product is: [Cl:14][C:10]1[CH:9]=[C:8]([C:6]2[N:7]=[C:2]([C:29]([C:28]3[CH:27]=[CH:31][C:19]([CH3:20])=[CH:18][CH:23]=3)=[O:30])[C:3]3[CH2:17][CH2:16][CH2:15][C:4]=3[N:5]=2)[CH:13]=[CH:12][CH:11]=1. (2) Given the reactants C(N(C(C)C)CC)(C)C.[Cl:10][C:11]1[CH:12]=[C:13]([CH:17]=[CH:18][C:19]=1[N+:20]([O-:22])=[O:21])[C:14]([OH:16])=O.[NH2:23][C:24]1[CH:29]=[CH:28][CH:27]=[CH:26][CH:25]=1.CN(C(ON1N=NC2C=CC=CC1=2)=[N+](C)C)C.F[P-](F)(F)(F)(F)F, predict the reaction product. The product is: [Cl:10][C:11]1[CH:12]=[C:13]([CH:17]=[CH:18][C:19]=1[N+:20]([O-:22])=[O:21])[C:14]([NH:23][C:24]1[CH:29]=[CH:28][CH:27]=[CH:26][CH:25]=1)=[O:16].